Dataset: Full USPTO retrosynthesis dataset with 1.9M reactions from patents (1976-2016). Task: Predict the reactants needed to synthesize the given product. (1) Given the product [CH3:1][O:2][C:3]1[CH:20]=[CH:19][C:6]2[NH:7][C:8]([S:10]([CH2:11][C:12]3[CH:17]=[CH:16][CH:15]=[CH:14][C:13]=3[NH2:18])=[O:23])=[N:9][C:5]=2[CH:4]=1, predict the reactants needed to synthesize it. The reactants are: [CH3:1][O:2][C:3]1[CH:20]=[CH:19][C:6]2[NH:7][C:8]([S:10][CH2:11][C:12]3[CH:17]=[CH:16][CH:15]=[CH:14][C:13]=3[NH2:18])=[N:9][C:5]=2[CH:4]=1.C([O:23]CC)C. (2) The reactants are: [NH2:1][C:2]1[NH:3][C:4](=O)[C:5]2[N:11]=[C:10]([C:12]3[CH:17]=[CH:16][C:15]([F:18])=[CH:14][CH:13]=3)[CH:9]=[CH:8][C:6]=2[N:7]=1.P12(SP3(SP(SP(S3)(S1)=S)(=S)S2)=S)=[S:21]. Given the product [NH2:1][C:2]1[NH:3][C:4](=[S:21])[C:5]2[N:11]=[C:10]([C:12]3[CH:17]=[CH:16][C:15]([F:18])=[CH:14][CH:13]=3)[CH:9]=[CH:8][C:6]=2[N:7]=1, predict the reactants needed to synthesize it. (3) The reactants are: COC1C=CC(P2(SP(C3C=CC(OC)=CC=3)(=S)S2)=[S:10])=CC=1.[CH3:23][O:24][CH2:25][CH2:26][CH2:27][CH2:28][CH2:29][CH2:30][CH2:31][CH2:32][O:33][C:34]1[CH:39]=[CH:38][NH:37][C:36](=O)[C:35]=1[CH3:41]. Given the product [CH3:23][O:24][CH2:25][CH2:26][CH2:27][CH2:28][CH2:29][CH2:30][CH2:31][CH2:32][O:33][C:34]1[CH:39]=[CH:38][NH:37][C:36](=[S:10])[C:35]=1[CH3:41], predict the reactants needed to synthesize it. (4) Given the product [CH2:18]([O:20][C:21]([C@H:23]1[C@@H:28]([N:29]([C:13](=[O:15])[CH2:12][C:7]2[NH:6][C:5]3[CH:16]=[CH:17][C:2]([I:1])=[CH:3][C:4]=3[S:9](=[O:10])(=[O:11])[N:8]=2)[CH2:30][CH2:31][CH:32]([CH3:34])[CH3:33])[C@H:27]2[CH2:35][C@@H:24]1[CH2:25][CH2:26]2)=[O:22])[CH3:19], predict the reactants needed to synthesize it. The reactants are: [I:1][C:2]1[CH:17]=[CH:16][C:5]2[NH:6][C:7]([CH2:12][C:13]([OH:15])=O)=[N:8][S:9](=[O:11])(=[O:10])[C:4]=2[CH:3]=1.[CH2:18]([O:20][C:21]([C@H:23]1[C@@H:28]([NH:29][CH2:30][CH2:31][CH:32]([CH3:34])[CH3:33])[C@H:27]2[CH2:35][C@@H:24]1[CH2:25][CH2:26]2)=[O:22])[CH3:19].Cl.CN(C)CCCN=C=NCC.CN1CCOCC1.Cl. (5) Given the product [CH:15]1([NH:7][C@H:8]2[CH2:13][CH2:12][N:11]([C:20]3[CH:25]=[CH:24][C:23]([C:26]([F:29])([F:28])[F:27])=[CH:22][N:21]=3)[CH2:10][C@H:9]2[F:14])[CH2:16][CH2:17]1, predict the reactants needed to synthesize it. The reactants are: C(OC(=O)[N:7]([CH:15]1[CH2:17][CH2:16]1)[C@H:8]1[CH2:13][CH2:12][NH:11][CH2:10][C@H:9]1[F:14])(C)(C)C.Cl[C:20]1[CH:25]=[CH:24][C:23]([C:26]([F:29])([F:28])[F:27])=[CH:22][N:21]=1.